From a dataset of Reaction yield outcomes from USPTO patents with 853,638 reactions. Predict the reaction yield, written as a fraction of the theoretical maximum amount of product (1.0 means a 100% yield; for example, 0.34 means a 34% yield). (1) The reactants are [CH:1]([C:4]1[CH:9]=[CH:8][C:7]([CH:10]=[C:11]([CH3:14])[CH2:12]O)=[CH:6][CH:5]=1)([CH3:3])[CH3:2].P(Br)(Br)[Br:16].O. The catalyst is C(OC(C)C)(C)C. The product is [Br:16][CH2:12][C:11]([CH3:14])=[CH:10][C:7]1[CH:8]=[CH:9][C:4]([CH:1]([CH3:3])[CH3:2])=[CH:5][CH:6]=1. The yield is 0.910. (2) The reactants are CC1(C)C(C)(C)OB([C:9]2[CH:10]=[CH:11][C:12]3[C:41]4[C:17](=[C:18]5[C:38](=[CH:39][CH:40]=4)[C:22]4[N:23]=[C:24]([C@@H:26]6[CH2:30][CH2:29][CH2:28][N:27]6[C:31]([O:33][C:34]([CH3:37])([CH3:36])[CH3:35])=[O:32])[NH:25][C:21]=4[CH:20]=[CH:19]5)[O:16][CH2:15][C:13]=3[CH:14]=2)O1.Br[C:44]1[NH:48][C:47]([C@@H:49]2[CH2:53][CH2:52][CH2:51][N:50]2[C:54](=[O:64])[C@@H:55]([NH:59][C:60](=[O:63])[O:61][CH3:62])[CH:56]([CH3:58])[CH3:57])=[N:46][CH:45]=1.C(=O)([O-])[O-].[K+].[K+].C(COC)OC. The catalyst is C1C=CC([P]([Pd]([P](C2C=CC=CC=2)(C2C=CC=CC=2)C2C=CC=CC=2)([P](C2C=CC=CC=2)(C2C=CC=CC=2)C2C=CC=CC=2)[P](C2C=CC=CC=2)(C2C=CC=CC=2)C2C=CC=CC=2)(C2C=CC=CC=2)C2C=CC=CC=2)=CC=1.C1C=CC(P(C2C=CC=CC=2)[C-]2C=CC=C2)=CC=1.C1C=CC(P(C2C=CC=CC=2)[C-]2C=CC=C2)=CC=1.Cl[Pd]Cl.[Fe+2].CN(C)C=O. The product is [CH3:62][O:61][C:60]([NH:59][C@H:55]([C:54]([N:50]1[CH2:51][CH2:52][CH2:53][C@@H:49]1[C:47]1[NH:48][C:44]([C:9]2[CH:10]=[CH:11][C:12]3[C:41]4[C:17](=[C:18]5[C:38](=[CH:39][CH:40]=4)[C:22]4[N:23]=[C:24]([C@@H:26]6[CH2:30][CH2:29][CH2:28][N:27]6[C:31]([O:33][C:34]([CH3:37])([CH3:36])[CH3:35])=[O:32])[NH:25][C:21]=4[CH:20]=[CH:19]5)[O:16][CH2:15][C:13]=3[CH:14]=2)=[CH:45][N:46]=1)=[O:64])[CH:56]([CH3:58])[CH3:57])=[O:63]. The yield is 0.460. (3) The reactants are [F:1][C:2]1[CH:11]=[CH:10][CH:9]=[C:8]2[C:3]=1[CH:4]=[CH:5][CH:6]=[C:7]2[O:12]C.B(Br)(Br)Br.O. The catalyst is ClCCl. The product is [F:1][C:2]1[CH:11]=[CH:10][CH:9]=[C:8]2[C:3]=1[CH:4]=[CH:5][CH:6]=[C:7]2[OH:12]. The yield is 0.830. (4) The reactants are I[C:2]1[CH:7]=[C:6]([N+:8]([O-:10])=[O:9])[CH:5]=[C:4]([O:11][CH3:12])[CH:3]=1.[C:13]1(B(O)O)[CH:18]=[CH:17][CH:16]=[CH:15][CH:14]=1.C(=O)([O-])[O-].[K+].[K+].C1(C)C=CC=CC=1. The catalyst is C(O)C.C1(P([Pd-4](P(C2C=CC=CC=2)(C2C=CC=CC=2)C2C=CC=CC=2)(P(C2C=CC=CC=2)(C2C=CC=CC=2)C2C=CC=CC=2)P(C2C=CC=CC=2)(C2C=CC=CC=2)C2C=CC=CC=2)(C2C=CC=CC=2)C2C=CC=CC=2)C=CC=CC=1. The product is [CH3:12][O:11][C:4]1[CH:3]=[C:2]([C:13]2[CH:18]=[CH:17][CH:16]=[CH:15][CH:14]=2)[CH:7]=[C:6]([N+:8]([O-:10])=[O:9])[CH:5]=1. The yield is 0.810.